This data is from TCR-epitope binding with 47,182 pairs between 192 epitopes and 23,139 TCRs. The task is: Binary Classification. Given a T-cell receptor sequence (or CDR3 region) and an epitope sequence, predict whether binding occurs between them. (1) The TCR CDR3 sequence is CASSTTANTEAFF. The epitope is ITEEVGHTDLMAAY. Result: 1 (the TCR binds to the epitope). (2) The epitope is KRWIIMGLNK. The TCR CDR3 sequence is CSVEERQFF. Result: 0 (the TCR does not bind to the epitope). (3) The epitope is ILKEPVHGV. The TCR CDR3 sequence is CASSQDGGETQYF. Result: 1 (the TCR binds to the epitope). (4) The epitope is SFHSLHLLF. The TCR CDR3 sequence is CASSPDRRIYEQYF. Result: 1 (the TCR binds to the epitope). (5) The epitope is KMKDLSPRW. The TCR CDR3 sequence is CASSLGTGGDEQYF. Result: 0 (the TCR does not bind to the epitope).